This data is from hERG potassium channel inhibition data for cardiac toxicity prediction from Karim et al.. The task is: Regression/Classification. Given a drug SMILES string, predict its toxicity properties. Task type varies by dataset: regression for continuous values (e.g., LD50, hERG inhibition percentage) or binary classification for toxic/non-toxic outcomes (e.g., AMES mutagenicity, cardiotoxicity, hepatotoxicity). Dataset: herg_karim. (1) The molecule is CNC(C)c1cc(F)ccc1Oc1ccc(Cl)cc1. The result is 1 (blocker). (2) The result is 1 (blocker). The molecule is CS(=O)(=O)Nc1ccc(C(=O)C2CCN(CCc3ccccc3)CC2)cc1.